From a dataset of Catalyst prediction with 721,799 reactions and 888 catalyst types from USPTO. Predict which catalyst facilitates the given reaction. (1) Reactant: [F:1][C:2]1[CH:7]=[CH:6][CH:5]=[C:4]([OH:8])[C:3]=1B(O)O.C([O-])([O-])=O.[Na+].[Na+].C1(C)C=CC=CC=1.[Br:25][C:26]1[CH:31]=[CH:30][C:29]([F:32])=[C:28](I)[CH:27]=1. Product: [Br:25][C:26]1[CH:27]=[CH:28][C:29]([F:32])=[C:30]([C:3]2[C:4]([OH:8])=[CH:5][CH:6]=[CH:7][C:2]=2[F:1])[CH:31]=1. The catalyst class is: 694. (2) Reactant: [NH2:1][C@@H:2]([CH2:7][CH2:8]Br)[C:3]([O:5][CH3:6])=[O:4].C(N(CC)C(C)C)(C)C.[C:19]([O:23][C:24]([O:26]C(OC(C)(C)C)=O)=O)([CH3:22])([CH3:21])[CH3:20].[I-:34].[Na+]. Product: [C:19]([O:23][C:24]([NH:1][C@@H:2]([CH2:7][CH2:8][I:34])[C:3]([O:5][CH3:6])=[O:4])=[O:26])([CH3:22])([CH3:21])[CH3:20]. The catalyst class is: 1. (3) Reactant: [C:1]([O:5][C:6]([N:8]([C:30]([O:32][C:33]([CH3:36])([CH3:35])[CH3:34])=[O:31])[C:9]1[CH:13]=[C:12]([C:14]2[CH:19]=[CH:18][C:17]([N+:20]([O-])=O)=[CH:16][CH:15]=2)[N:11]([C:23]([O:25]CCCC)=[O:24])[N:10]=1)=[O:7])([CH3:4])([CH3:3])[CH3:2]. Product: [NH2:20][C:17]1[CH:16]=[CH:15][C:14]([C:12]2[N:11]([C:23]([O:25][C:1]([CH3:4])([CH3:3])[CH3:2])=[O:24])[N:10]=[C:9]([N:8]([C:30]([O:32][C:33]([CH3:36])([CH3:34])[CH3:35])=[O:31])[C:6]([O:5][C:1]([CH3:2])([CH3:4])[CH3:3])=[O:7])[CH:13]=2)=[CH:19][CH:18]=1. The catalyst class is: 50. (4) Reactant: Br[C:2]1[CH:3]=[C:4]([CH:8]([F:18])[CH2:9][O:10][Si:11]([C:14]([CH3:17])([CH3:16])[CH3:15])([CH3:13])[CH3:12])[CH:5]=[CH:6][CH:7]=1.C([Li])CCC.CN(C)[CH:26]=[O:27]. Product: [Si:11]([O:10][CH2:9][CH:8]([C:4]1[CH:3]=[C:2]([CH:7]=[CH:6][CH:5]=1)[CH:26]=[O:27])[F:18])([C:14]([CH3:17])([CH3:16])[CH3:15])([CH3:13])[CH3:12]. The catalyst class is: 1. (5) Reactant: C([O:3][C:4](=O)[CH2:5][O:6][C@@H:7]([C:21]1[CH:26]=[CH:25][CH:24]=[C:23]([F:27])[CH:22]=1)[C@@H:8]1[CH2:13][CH2:12][CH2:11][N:10]([C:14]([O:16][C:17]([CH3:20])([CH3:19])[CH3:18])=[O:15])[CH2:9]1)C.[BH4-].[Na+]. Product: [F:27][C:23]1[CH:22]=[C:21]([C@H:7]([O:6][CH2:5][CH2:4][OH:3])[C@@H:8]2[CH2:13][CH2:12][CH2:11][N:10]([C:14]([O:16][C:17]([CH3:19])([CH3:20])[CH3:18])=[O:15])[CH2:9]2)[CH:26]=[CH:25][CH:24]=1. The catalyst class is: 5. (6) Reactant: [CH2:1]1[C:4]2([CH2:7][CH2:6][CH2:5]2)[CH2:3][C:2]1(C(O)=O)[C:8]([OH:10])=[O:9]. Product: [CH2:1]1[C:4]2([CH2:7][CH2:6][CH2:5]2)[CH2:3][CH:2]1[C:8]([OH:10])=[O:9]. The catalyst class is: 17. (7) Reactant: [F:1][CH:2]1[CH2:18][CH2:17][C@H:16]([NH:19]C(=O)OC(C)(C)C)[C:15]2[CH:27]=[C:11]([CH:12]=[CH:13][N:14]=2)[C:10]2[N:9]([CH3:28])[N:8]=[CH:7][C:6]=2[NH:5][C:4](=[O:29])[C@@H:3]1[CH3:30].[C:31]([OH:37])([C:33]([F:36])([F:35])[F:34])=[O:32]. Product: [F:34][C:33]([F:36])([F:35])[C:31]([OH:37])=[O:32].[NH2:19][C@@H:16]1[C:15]2[CH:27]=[C:11]([CH:12]=[CH:13][N:14]=2)[C:10]2[N:9]([CH3:28])[N:8]=[CH:7][C:6]=2[NH:5][C:4](=[O:29])[C@H:3]([CH3:30])[CH:2]([F:1])[CH2:18][CH2:17]1. The catalyst class is: 2.